This data is from Retrosynthesis with 50K atom-mapped reactions and 10 reaction types from USPTO. The task is: Predict the reactants needed to synthesize the given product. Given the product O=Cc1cc(-c2ccc(Cl)cc2)ccc1C(F)(F)F, predict the reactants needed to synthesize it. The reactants are: O=Cc1cc(Cl)ccc1C(F)(F)F.OB(O)c1ccc(Cl)cc1.